From a dataset of Full USPTO retrosynthesis dataset with 1.9M reactions from patents (1976-2016). Predict the reactants needed to synthesize the given product. (1) Given the product [CH3:25][O:26][C:27](=[O:37])[CH2:28][CH2:29][CH2:30][CH:31]1[CH2:36][CH2:35][N:34]([CH2:8][CH2:7][C:4]2[CH:3]=[CH:2][CH:1]=[CH:6][CH:5]=2)[CH2:33][CH2:32]1, predict the reactants needed to synthesize it. The reactants are: [CH:1]1[CH:6]=[CH:5][C:4]([CH2:7][CH:8]=O)=[CH:3][CH:2]=1.C(O[BH-](OC(=O)C)OC(=O)C)(=O)C.[Na+].Cl.[CH3:25][O:26][C:27](=[O:37])[CH2:28][CH2:29][CH2:30][CH:31]1[CH2:36][CH2:35][NH:34][CH2:33][CH2:32]1.CCOC(C)=O. (2) Given the product [F:7][C:8]1[CH:13]=[C:12]([F:14])[CH:11]=[CH:10][C:9]=1[C:15]([OH:16])([C:18]([C:20]1[CH:21]=[CH:22][C:23]([I:26])=[CH:24][CH:25]=1)=[CH2:19])[CH2:17][N:1]1[CH:5]=[N:4][CH:3]=[N:2]1, predict the reactants needed to synthesize it. The reactants are: [NH:1]1[CH:5]=[N:4][CH:3]=[N:2]1.[Na].[F:7][C:8]1[CH:13]=[C:12]([F:14])[CH:11]=[CH:10][C:9]=1[C:15]1([C:18]([C:20]2[CH:25]=[CH:24][C:23]([I:26])=[CH:22][CH:21]=2)=[CH2:19])[CH2:17][O:16]1. (3) Given the product [CH:1]([C:4]1[N:25]=[C:7]2[N:8]=[C:9]([CH3:24])[C:10]([CH2:19][C:20]([OH:22])=[O:21])=[C:11]([C:12]3[CH:17]=[CH:16][C:15]([CH3:18])=[CH:14][CH:13]=3)[N:6]2[N:5]=1)([CH3:3])[CH3:2], predict the reactants needed to synthesize it. The reactants are: [CH:1]([C:4]1[N:25]=[C:7]2[N:8]=[C:9]([CH3:24])[C:10]([CH2:19][C:20]([O:22]C)=[O:21])=[C:11]([C:12]3[CH:17]=[CH:16][C:15]([CH3:18])=[CH:14][CH:13]=3)[N:6]2[N:5]=1)([CH3:3])[CH3:2].[OH-].[Na+].Cl.